Dataset: Reaction yield outcomes from USPTO patents with 853,638 reactions. Task: Predict the reaction yield, written as a fraction of the theoretical maximum amount of product (1.0 means a 100% yield; for example, 0.34 means a 34% yield). The reactants are [Cl:1][C:2]1[CH:7]=[CH:6][C:5]([C:8]([CH:10]2[CH2:15][CH2:14][N:13]([CH3:16])[CH2:12][CH2:11]2)=[O:9])=[CH:4][CH:3]=1.[BH4-].[Na+]. The catalyst is CO. The product is [Cl:1][C:2]1[CH:7]=[CH:6][C:5]([CH:8]([CH:10]2[CH2:15][CH2:14][N:13]([CH3:16])[CH2:12][CH2:11]2)[OH:9])=[CH:4][CH:3]=1. The yield is 0.980.